Task: Predict the reaction yield, written as a fraction of the theoretical maximum amount of product (1.0 means a 100% yield; for example, 0.34 means a 34% yield).. Dataset: Reaction yield outcomes from USPTO patents with 853,638 reactions (1) The reactants are [CH3:1][C:2]1[CH:16]=[CH:15][CH:14]=[C:13]([CH3:17])[C:3]=1[O:4][CH2:5][S:6][CH2:7][CH2:8][C:9]([O:11]C)=[O:10].[OH-].C[Sn+](C)C. The catalyst is ClCCCl. The product is [CH3:1][C:2]1[CH:16]=[CH:15][CH:14]=[C:13]([CH3:17])[C:3]=1[O:4][CH2:5][S:6][CH2:7][CH2:8][C:9]([OH:11])=[O:10]. The yield is 0.830. (2) The reactants are CN(C(ON1N=NC2C=CC=NC1=2)=[N+](C)C)C.F[P-](F)(F)(F)(F)F.[Na+].[Cl:26][C:27]1[CH:28]=[C:29]([NH:41][C:42]2[C:51]3[C:46](=[CH:47][CH:48]=[CH:49][C:50]=3[O:52][CH2:53][C:54]([O-])=[O:55])[N:45]=[CH:44][N:43]=2)[CH:30]=[CH:31][C:32]=1[O:33][CH2:34][C:35]1[CH:40]=[CH:39][CH:38]=[CH:37][N:36]=1.[CH3:57][NH:58][CH2:59][CH2:60][OH:61].CCN(C(C)C)C(C)C. The catalyst is CN(C=O)C. The product is [Cl:26][C:27]1[CH:28]=[C:29]([NH:41][C:42]2[C:51]3[C:46](=[CH:47][CH:48]=[CH:49][C:50]=3[O:52][CH2:53][C:54]([N:58]([CH2:59][CH2:60][OH:61])[CH3:57])=[O:55])[N:45]=[CH:44][N:43]=2)[CH:30]=[CH:31][C:32]=1[O:33][CH2:34][C:35]1[CH:40]=[CH:39][CH:38]=[CH:37][N:36]=1. The yield is 0.650.